From a dataset of Full USPTO retrosynthesis dataset with 1.9M reactions from patents (1976-2016). Predict the reactants needed to synthesize the given product. (1) Given the product [N:1]1([CH2:8][C:9]2[CH:34]=[CH:33][C:12]([C:13]([NH:15][C:16]3[CH:17]=[CH:18][C:19]([O:22][C:23](=[O:32])[N:24]([CH3:31])[C:25]4[CH:30]=[CH:29][CH:28]=[CH:27][CH:26]=4)=[N:39][CH:21]=3)=[O:14])=[CH:11][CH:10]=2)[CH2:6][CH2:5][S:4][CH2:3][CH2:2]1, predict the reactants needed to synthesize it. The reactants are: [NH:1]1[CH2:6][CH2:5][S:4][CH2:3][CH2:2]1.Cl[CH2:8][C:9]1[CH:34]=[CH:33][C:12]([C:13]([NH:15][C:16]2[CH:21]=C[C:19]([O:22][C:23](=[O:32])[N:24]([CH3:31])[C:25]3[CH:30]=[CH:29][CH:28]=[CH:27][CH:26]=3)=[CH:18][CH:17]=2)=[O:14])=[CH:11][CH:10]=1.[I-].[Na+].O.C[N:39](C)C=O. (2) Given the product [Cl:18][C:19]1[CH:24]=[CH:23][C:22]([NH:1][CH:2]2[CH2:7][N:6]([CH2:8][C:9]3[CH:14]=[CH:13][C:12]([O:15][CH3:16])=[CH:11][CH:10]=3)[C:5](=[O:17])[CH2:4][CH2:3]2)=[C:21]([N+:26]([O-:28])=[O:27])[CH:20]=1, predict the reactants needed to synthesize it. The reactants are: [NH2:1][CH:2]1[CH2:7][N:6]([CH2:8][C:9]2[CH:14]=[CH:13][C:12]([O:15][CH3:16])=[CH:11][CH:10]=2)[C:5](=[O:17])[CH2:4][CH2:3]1.[Cl:18][C:19]1[CH:24]=[CH:23][C:22](F)=[C:21]([N+:26]([O-:28])=[O:27])[CH:20]=1.C(=O)([O-])[O-].[K+].[K+]. (3) Given the product [CH:1]([S:3]([N:6]1[CH2:10][CH:9]2[CH:8]([CH2:13][NH:12][CH2:11]2)[CH2:7]1)(=[O:5])=[O:4])=[CH2:2], predict the reactants needed to synthesize it. The reactants are: [CH:1]([S:3]([N:6]1[CH2:10][CH:9]2[CH2:11][N:12](C(OC(C)(C)C)=O)[CH2:13][CH:8]2[CH2:7]1)(=[O:5])=[O:4])=[CH2:2]. (4) Given the product [CH3:1][O:2][C:3]1[CH:8]=[C:7]2[C:6](=[CH:5][C:4]=1[O:21][CH2:22][CH2:23][O:24][CH3:25])[NH:9][CH:10]=[CH:11][C:16]2=[O:17], predict the reactants needed to synthesize it. The reactants are: [CH3:1][O:2][C:3]1[CH:8]=[CH:7][C:6]([NH:9][CH:10]=[C:11]2[C:16](=[O:17])OC(C)(C)OC2=O)=[CH:5][C:4]=1[O:21][CH2:22][CH2:23][O:24][CH3:25].